From a dataset of Full USPTO retrosynthesis dataset with 1.9M reactions from patents (1976-2016). Predict the reactants needed to synthesize the given product. (1) The reactants are: Cl[C:2]1[C:7]([CH3:8])=[CH:6][C:5]([F:9])=[CH:4][N:3]=1.[Na].C1C=CC(P(C2C(C3C(P(C4C=CC=CC=4)C4C=CC=CC=4)=CC=C4C=3C=CC=C4)=C3C(C=CC=C3)=CC=2)C2C=CC=CC=2)=CC=1.C(=[NH:70])(C1C=CC=CC=1)C1C=CC=CC=1. Given the product [F:9][C:5]1[CH:6]=[C:7]([CH3:8])[C:2]([NH2:70])=[N:3][CH:4]=1, predict the reactants needed to synthesize it. (2) Given the product [CH2:10]([O:12][CH2:13][C:14]1[N:15]([CH2:35][CH2:36][CH3:37])[C:16]2[C:25]3[CH:24]=[C:23]([O:26][CH:27]4[CH2:28][CH2:29][N:30]([S:2]([CH3:1])(=[O:5])=[O:3])[CH2:31][CH2:32]4)[CH:22]=[CH:21][C:20]=3[N:19]=[C:18]([NH2:33])[C:17]=2[N:34]=1)[CH3:11], predict the reactants needed to synthesize it. The reactants are: [CH3:1][S:2]([O:5]S(C)(=O)=O)(=O)=[O:3].[CH2:10]([O:12][CH2:13][C:14]1[N:15]([CH2:35][CH2:36][CH3:37])[C:16]2[C:25]3[CH:24]=[C:23]([O:26][CH:27]4[CH2:32][CH2:31][NH:30][CH2:29][CH2:28]4)[CH:22]=[CH:21][C:20]=3[N:19]=[C:18]([NH2:33])[C:17]=2[N:34]=1)[CH3:11].C(=O)([O-])[O-].[Na+].[Na+]. (3) Given the product [CH3:1][O:2][C:3]1[N:8]=[C:7]([C:9]2[CH:10]=[C:11]([CH:15]=[CH:16][CH:17]=2)[C:12]([NH:33][S:30]([CH3:29])(=[O:32])=[O:31])=[O:13])[CH:6]=[C:5]([NH:18][CH2:19][CH2:20][C:21]2[CH:26]=[CH:25][C:24]([O:27][CH3:28])=[CH:23][CH:22]=2)[N:4]=1, predict the reactants needed to synthesize it. The reactants are: [CH3:1][O:2][C:3]1[N:8]=[C:7]([C:9]2[CH:10]=[C:11]([CH:15]=[CH:16][CH:17]=2)[C:12](O)=[O:13])[CH:6]=[C:5]([NH:18][CH2:19][CH2:20][C:21]2[CH:26]=[CH:25][C:24]([O:27][CH3:28])=[CH:23][CH:22]=2)[N:4]=1.[CH3:29][S:30]([NH2:33])(=[O:32])=[O:31].Cl.CN(C)CCCN=C=NCC.C(O)(=O)CC(CC(O)=O)(C(O)=O)O. (4) Given the product [Cl:14][C:11]1[CH:12]=[CH:13][C:7]2[C:6]([O:15][CH2:16][CH2:17][CH2:18][C:19]#[N:20])=[C:5]([C:3]([OH:4])=[O:2])[S:9][C:8]=2[CH:10]=1, predict the reactants needed to synthesize it. The reactants are: C[O:2][C:3]([C:5]1[S:9][C:8]2[CH:10]=[C:11]([Cl:14])[CH:12]=[CH:13][C:7]=2[C:6]=1[O:15][CH2:16][CH2:17][CH2:18][C:19]#[N:20])=[O:4].[OH-].[Li+].O.[Cl-].[NH4+]. (5) Given the product [Cl:26][C:25]1[CH:24]=[CH:23][C:4]([O:5][CH:6]2[CH2:11][CH2:10][N:9]([S:12]([C:15]3[C:16]([CH3:22])=[N:17][N:18]([CH3:21])[C:19]=3[CH3:20])(=[O:13])=[O:14])[CH2:8][CH2:7]2)=[CH:3][CH:2]=1, predict the reactants needed to synthesize it. The reactants are: Cl[C:2]1[CH:3]=[C:4]([CH:23]=[CH:24][C:25]=1[Cl:26])[O:5][CH:6]1[CH2:11][CH2:10][N:9]([S:12]([C:15]2[C:16]([CH3:22])=[N:17][N:18]([CH3:21])[C:19]=2[CH3:20])(=[O:14])=[O:13])[CH2:8][CH2:7]1.CN1C(C)=C(S(Cl)(=O)=O)C(C)=N1.Cl.ClC1C=CC(OC2CCNCC2)=CC=1. (6) Given the product [CH:12]1([CH2:10][N:9]([CH2:7][CH3:8])[C:15]2[CH:16]=[N:17][N:18]3[CH:23]=[CH:22][CH:21]=[CH:20][C:19]=23)[CH2:13][CH2:14]1, predict the reactants needed to synthesize it. The reactants are: [H-].[H-].[H-].[H-].[Li+].[Al+3].[CH2:7]([N:9]([C:15]1[CH:16]=[N:17][N:18]2[CH:23]=[CH:22][CH:21]=[CH:20][C:19]=12)[C:10]([CH:12]1[CH2:14][CH2:13]1)=O)[CH3:8].O.[OH-].[Na+]. (7) The reactants are: C(O[C:4]([C:6]1[C:7]([OH:22])=[C:8]2[C:14]([C:15]3[CH:20]=[CH:19][CH:18]=[CH:17][C:16]=3[F:21])=[N:13][S:12][C:9]2=[CH:10][N:11]=1)=[O:5])C.[NH2:23][CH2:24][C:25]([OH:27])=[O:26]. Given the product [F:21][C:16]1[CH:17]=[CH:18][CH:19]=[CH:20][C:15]=1[C:14]1[C:8]2[C:9](=[CH:10][N:11]=[C:6]([C:4]([NH:23][CH2:24][C:25]([OH:27])=[O:26])=[O:5])[C:7]=2[OH:22])[S:12][N:13]=1, predict the reactants needed to synthesize it.